Dataset: Forward reaction prediction with 1.9M reactions from USPTO patents (1976-2016). Task: Predict the product of the given reaction. (1) Given the reactants Br[C:2]1[N:3]=[C:4]2[C:10]([C:11]([C:13]3([CH3:19])[CH2:18][CH2:17][CH2:16][CH2:15][CH2:14]3)=[O:12])=[CH:9][NH:8][C:5]2=[N:6][CH:7]=1.[CH2:20]([N:22]([CH2:32][CH3:33])[C:23]1[CH:28]=[CH:27][C:26](B(O)O)=[CH:25][CH:24]=1)[CH3:21], predict the reaction product. The product is: [CH2:32]([N:22]([CH2:20][CH3:21])[C:23]1[CH:28]=[CH:27][C:26]([C:2]2[N:3]=[C:4]3[C:10]([C:11]([C:13]4([CH3:19])[CH2:18][CH2:17][CH2:16][CH2:15][CH2:14]4)=[O:12])=[CH:9][NH:8][C:5]3=[N:6][CH:7]=2)=[CH:25][CH:24]=1)[CH3:33]. (2) Given the reactants C[O:2][CH2:3][C@H:4]([CH3:35])[O:5][C:6]1[CH:7]=[C:8]([C:23]2[NH:27][C:26]([C:28]3[O:29][C@@H:30]([CH3:34])[CH:31]([OH:33])[N:32]=3)=[CH:25][CH:24]=2)[CH:9]=[C:10]([O:12][C:13]2[CH:18]=[N:17][C:16]([S:19]([CH3:22])(=[O:21])=[O:20])=[CH:15][N:14]=2)[CH:11]=1.B(Br)(Br)Br.C(=O)([O-])O.[Na+], predict the reaction product. The product is: [OH:2][CH2:3][C@H:4]([CH3:35])[O:5][C:6]1[CH:7]=[C:8]([C:23]2[NH:27][C:26]([C:28]3[O:29][C@@H:30]([CH3:34])[CH:31]([OH:33])[N:32]=3)=[CH:25][CH:24]=2)[CH:9]=[C:10]([O:12][C:13]2[CH:18]=[N:17][C:16]([S:19]([CH3:22])(=[O:21])=[O:20])=[CH:15][N:14]=2)[CH:11]=1. (3) Given the reactants Br[CH2:2][C:3]1[C:12]([O:13][CH3:14])=[C:11]2[O:15][C:16]([CH3:19])([CH3:18])[CH2:17][C:10]2=[C:9]2[C:4]=1[CH2:5][C:6]([CH3:28])([CH3:27])[N:7]=[C:8]2[C:20]1[CH:25]=[CH:24][CH:23]=[C:22]([Br:26])[CH:21]=1.[O-][C:30]#[N:31].[Na+], predict the reaction product. The product is: [Br:26][C:22]1[CH:21]=[C:20]([C:8]2[C:9]3[C:10]4[CH2:17][C:16]([CH3:18])([CH3:19])[O:15][C:11]=4[C:12]([O:13][CH3:14])=[C:3]([CH2:2][C:30]#[N:31])[C:4]=3[CH2:5][C:6]([CH3:27])([CH3:28])[N:7]=2)[CH:25]=[CH:24][CH:23]=1. (4) Given the reactants [NH2:1][CH2:2][CH2:3][C@@H:4]([C:6]1[CH:11]=[CH:10][C:9]([C:12]([F:15])([F:14])[F:13])=[C:8]([F:16])[CH:7]=1)[OH:5].C1COCC1.O.C1COCC1.[CH3:28][C:29]([O:32][C:33](O[C:33]([O:32][C:29]([CH3:31])([CH3:30])[CH3:28])=[O:34])=[O:34])([CH3:31])[CH3:30], predict the reaction product. The product is: [F:16][C:8]1[CH:7]=[C:6]([C@@H:4]([OH:5])[CH2:3][CH2:2][NH:1][C:33](=[O:34])[O:32][C:29]([CH3:31])([CH3:30])[CH3:28])[CH:11]=[CH:10][C:9]=1[C:12]([F:13])([F:14])[F:15]. (5) Given the reactants [C:1]([O:5][C:6]([N:8]1[CH2:13][CH2:12][C:11]([C:35]2[CH:40]=[CH:39][C:38]([C:41]3[CH:46]=[CH:45][CH:44]=[C:43]([C:47]#[N:48])[CH:42]=3)=[CH:37][CH:36]=2)([CH:14]([O:23][C:24]2[NH:28][C:27]3[CH:29]=[C:30]([Cl:34])[C:31]([Cl:33])=[CH:32][C:26]=3[N:25]=2)COCC[Si](C)(C)C)[CH2:10][CH2:9]1)=[O:7])([CH3:4])([CH3:3])[CH3:2].CCCC[N+](CCCC)(CCCC)CCCC.[F-], predict the reaction product. The product is: [C:1]([O:5][C:6]([N:8]1[CH2:13][CH2:12][C:11]([C:35]2[CH:36]=[CH:37][C:38]([C:41]3[CH:46]=[CH:45][CH:44]=[C:43]([C:47]#[N:48])[CH:42]=3)=[CH:39][CH:40]=2)([CH2:14][O:23][C:24]2[NH:25][C:26]3[CH:32]=[C:31]([Cl:33])[C:30]([Cl:34])=[CH:29][C:27]=3[N:28]=2)[CH2:10][CH2:9]1)=[O:7])([CH3:4])([CH3:2])[CH3:3]. (6) The product is: [NH2:1][C:2]1[N:7]=[CH:6][C:5]([C:8]2[CH:13]=[CH:12][C:11]([OH:14])=[CH:10][CH:9]=2)=[C:4]([CH2:15][CH3:16])[C:3]=1[C:24]1[CH:25]=[C:26]2[C:21]([CH:20]=[N:19][NH:18]2)=[CH:22][CH:23]=1. Given the reactants [NH2:1][C:2]1[N:7]=[CH:6][C:5]([C:8]2[CH:13]=[CH:12][C:11]([OH:14])=[CH:10][CH:9]=2)=[C:4]([CH2:15][CH3:16])[C:3]=1Br.[NH:18]1[C:26]2[C:21](=[CH:22][CH:23]=[C:24](B(O)O)[CH:25]=2)[CH:20]=[N:19]1.C([O-])([O-])=O.[K+].[K+].N#N, predict the reaction product.